Dataset: Full USPTO retrosynthesis dataset with 1.9M reactions from patents (1976-2016). Task: Predict the reactants needed to synthesize the given product. (1) Given the product [Cl:19][C:20]1[CH:25]=[CH:24][C:23]([N:26]2[C:9](=[O:11])[C:8]3[C:7](=[CH:15][C:14]([N+:16]([O-:18])=[O:17])=[CH:13][CH:12]=3)[N:6]=[C:1]2[CH:2]([CH3:3])[CH3:4])=[CH:22][CH:21]=1, predict the reactants needed to synthesize it. The reactants are: [C:1]([NH:6][C:7]1[CH:15]=[C:14]([N+:16]([O-:18])=[O:17])[CH:13]=[CH:12][C:8]=1[C:9]([OH:11])=O)(=O)[CH:2]([CH3:4])[CH3:3].[Cl:19][C:20]1[CH:25]=[CH:24][C:23]([NH2:26])=[CH:22][CH:21]=1.P(Cl)(Cl)Cl. (2) Given the product [CH2:1]([C:5]1[N:10]=[C:9]([CH3:11])[N:8]([C:12]2[CH:13]=[C:14]3[C:18](=[CH:19][CH:20]=2)[C:17](=[O:21])[CH2:16][CH2:15]3)[C:7](=[O:22])[C:6]=1[CH2:23][C:24]1[CH:29]=[CH:28][C:27]([C:30]2[CH:35]=[CH:34][CH:33]=[CH:32][C:31]=2[C:36]2[NH:40][C:39](=[O:41])[O:38][N:37]=2)=[CH:26][CH:25]=1)[CH2:2][CH2:3][CH3:4], predict the reactants needed to synthesize it. The reactants are: [CH2:1]([C:5]1[N:10]=[C:9]([CH3:11])[N:8]([C:12]2[CH:13]=[C:14]3[C:18](=[CH:19][CH:20]=2)[CH:17]([OH:21])[CH2:16][CH2:15]3)[C:7](=[O:22])[C:6]=1[CH2:23][C:24]1[CH:29]=[CH:28][C:27]([C:30]2[CH:35]=[CH:34][CH:33]=[CH:32][C:31]=2[C:36]2[NH:40][C:39](=[O:41])[O:38][N:37]=2)=[CH:26][CH:25]=1)[CH2:2][CH2:3][CH3:4].CC(OI1(OC(C)=O)(OC(C)=O)OC(=O)C2C1=CC=CC=2)=O.C(OCC)(=O)C.S([O-])([O-])(=O)=S.[Na+].[Na+]. (3) Given the product [F:21][C:22]([F:35])([F:34])[S:23]([O:12][C:2]1[CH:1]=[C:10]2[C:5]([CH:6]=[CH:7][C:8]([O:11][S:23]([C:22]([F:21])([F:34])[F:35])(=[O:24])=[O:25])=[CH:9]2)=[CH:4][CH:3]=1)(=[O:25])=[O:24], predict the reactants needed to synthesize it. The reactants are: [CH:1]1[C:10]2[C:5](=[CH:6][CH:7]=[C:8]([OH:11])[CH:9]=2)[CH:4]=[CH:3][C:2]=1[OH:12].N1C(C)=CC=CC=1C.[F:21][C:22]([F:35])([F:34])[S:23](O[S:23]([C:22]([F:35])([F:34])[F:21])(=[O:25])=[O:24])(=[O:25])=[O:24].C([O-])(O)=O.[Na+].